Dataset: Catalyst prediction with 721,799 reactions and 888 catalyst types from USPTO. Task: Predict which catalyst facilitates the given reaction. (1) Reactant: [C:1]1([CH3:10])[CH:6]=[CH:5][C:4]([C:7](=[O:9])[CH3:8])=[CH:3][CH:2]=1.[Br-:11].[Br-].[Br-].C([N+](CCCC)(CCCC)CCCC)CCC.C([N+](CCCC)(CCCC)CCCC)CCC.C([N+](CCCC)(CCCC)CCCC)CCC. Product: [Br:11][CH2:8][C:7]([C:4]1[CH:5]=[CH:6][C:1]([CH3:10])=[CH:2][CH:3]=1)=[O:9]. The catalyst class is: 98. (2) The catalyst class is: 261. Product: [NH2:11][CH2:12][CH2:13][N:14]1[CH2:15][CH2:16][CH:17]([CH2:20][C@@H:21]([C:30]([O:32][CH:33]2[CH2:34][CH2:35][CH2:36][CH2:37]2)=[O:31])[NH:22][C:23]([O:25][C:26]([CH3:29])([CH3:28])[CH3:27])=[O:24])[CH2:18][CH2:19]1. Reactant: C(OC([NH:11][CH2:12][CH2:13][N:14]1[CH2:19][CH2:18][CH:17]([CH2:20][C@@H:21]([C:30]([O:32][CH:33]2[CH2:37][CH2:36][CH2:35][CH2:34]2)=[O:31])[NH:22][C:23]([O:25][C:26]([CH3:29])([CH3:28])[CH3:27])=[O:24])[CH2:16][CH2:15]1)=O)C1C=CC=CC=1.